From a dataset of Forward reaction prediction with 1.9M reactions from USPTO patents (1976-2016). Predict the product of the given reaction. (1) The product is: [Cl:8][C:7]1[C:2]([C:11]([F:18])([F:17])[C:12]([O:14][CH2:15][CH3:16])=[O:13])=[N:3][CH:4]=[C:5]([Cl:9])[CH:6]=1. Given the reactants Br[C:2]1[C:7]([Cl:8])=[CH:6][C:5]([Cl:9])=[CH:4][N:3]=1.Br[C:11]([F:18])([F:17])[C:12]([O:14][CH2:15][CH3:16])=[O:13].P([O-])([O-])([O-])=O.[K+].[K+].[K+], predict the reaction product. (2) Given the reactants [CH3:1][N:2]([CH3:8])[CH:3]=[CH:4][N+:5]([O-:7])=[O:6].C(O)(C(F)(F)F)=O.[CH3:16][S:17]([C:20]1[CH:28]=C2[C:23]([CH:24]=CN2)=[CH:22][CH:21]=1)(=[O:19])=[O:18], predict the reaction product. The product is: [N+:5]([CH:4]=[CH:3][N:2]1[C:8]2[C:23](=[CH:22][CH:21]=[C:20]([S:17]([CH3:16])(=[O:19])=[O:18])[CH:28]=2)[CH:24]=[CH:1]1)([O-:7])=[O:6]. (3) Given the reactants [F:1][C:2]1[CH:21]=[CH:20][C:5]([CH2:6][N:7]2[CH2:12][CH2:11][C:10]3[O:13][CH:14]=[C:15]([OH:18])[C:16](=[O:17])[C:9]=3[C:8]2=[O:19])=[CH:4][CH:3]=1.C(=O)([O-])[O-].[Cs+].[Cs+].[CH2:28](Br)[CH:29]=[CH2:30], predict the reaction product. The product is: [CH2:30]([O:18][C:15]1[C:16](=[O:17])[C:9]2[C:8](=[O:19])[N:7]([CH2:6][C:5]3[CH:4]=[CH:3][C:2]([F:1])=[CH:21][CH:20]=3)[CH2:12][CH2:11][C:10]=2[O:13][CH:14]=1)[CH:29]=[CH2:28]. (4) The product is: [N+:1]([C:4]1[CH:9]=[CH:8][C:7]([O:10][C:23]2[C:24]3[CH:31]=[C:30]([C:32]4[CH:37]=[CH:36][CH:35]=[CH:34][CH:33]=4)[NH:29][C:25]=3[N:26]=[CH:27][N:28]=2)=[CH:6][CH:5]=1)([O-:3])=[O:2]. Given the reactants [N+:1]([C:4]1[CH:9]=[CH:8][C:7]([OH:10])=[CH:6][CH:5]=1)([O-:3])=[O:2].C(=O)([O-])[O-].[K+].[K+].CN(C)C=O.Cl[C:23]1[C:24]2[CH:31]=[C:30]([C:32]3[CH:37]=[CH:36][CH:35]=[CH:34][CH:33]=3)[NH:29][C:25]=2[N:26]=[CH:27][N:28]=1, predict the reaction product. (5) Given the reactants [F:1][C:2]1[CH:7]=[C:6]([F:8])[CH:5]=[CH:4][C:3]=1[CH2:9][CH2:10][C:11]([OH:13])=O.CN(C=O)C.C(Cl)(=O)C(Cl)=O.[NH2:25][C:26]1[S:27][CH:28]=[C:29]([C:31]2[CH:36]=[CH:35][C:34]([Cl:37])=[CH:33][CH:32]=2)[N:30]=1, predict the reaction product. The product is: [Cl:37][C:34]1[CH:33]=[CH:32][C:31]([C:29]2[N:30]=[C:26]([NH:25][C:11](=[O:13])[CH2:10][CH2:9][C:3]3[CH:4]=[CH:5][C:6]([F:8])=[CH:7][C:2]=3[F:1])[S:27][CH:28]=2)=[CH:36][CH:35]=1. (6) Given the reactants C(OC([N:8]1[CH2:15][CH:14]2[CH:10]([CH2:11][CH:12]([C:16](=[O:19])[CH2:17]Br)[CH2:13]2)[CH2:9]1)=O)(C)(C)C.[F:20][C:21]([F:26])([F:25])[C:22]([OH:24])=[O:23].C12C[CH:33]([C:35](=[O:39])[CH2:36]OC)CC1CNC2, predict the reaction product. The product is: [F:20][C:21]([F:26])([F:25])[C:22]([OH:24])=[O:23].[CH:14]12[CH2:13][CH:12]([C:16](=[O:19])[CH2:17][O:39][CH:35]([CH3:36])[CH3:33])[CH2:11][CH:10]1[CH2:9][NH:8][CH2:15]2. (7) Given the reactants [OH:1][CH2:2][CH2:3][C:4]1[CH:5]=[C:6]([CH2:10][CH:11]([O:17][CH:18]([CH3:20])[CH3:19])[C:12]([O:14]CC)=[O:13])[CH:7]=[CH:8][CH:9]=1.[CH3:21][O:22][C:23]1[CH:28]=[CH:27][C:26]([N:29]=[C:30]=[O:31])=[CH:25][CH:24]=1, predict the reaction product. The product is: [CH:18]([O:17][CH:11]([CH2:10][C:6]1[CH:7]=[CH:8][CH:9]=[C:4]([CH2:3][CH2:2][O:1][C:30]([NH:29][C:26]2[CH:27]=[CH:28][C:23]([O:22][CH3:21])=[CH:24][CH:25]=2)=[O:31])[CH:5]=1)[C:12]([OH:14])=[O:13])([CH3:19])[CH3:20].